From a dataset of NCI-60 drug combinations with 297,098 pairs across 59 cell lines. Regression. Given two drug SMILES strings and cell line genomic features, predict the synergy score measuring deviation from expected non-interaction effect. (1) Drug 1: CC(C)CN1C=NC2=C1C3=CC=CC=C3N=C2N. Drug 2: COCCOC1=C(C=C2C(=C1)C(=NC=N2)NC3=CC=CC(=C3)C#C)OCCOC.Cl. Cell line: RPMI-8226. Synergy scores: CSS=-2.65, Synergy_ZIP=1.00, Synergy_Bliss=-0.538, Synergy_Loewe=-4.43, Synergy_HSA=-4.36. (2) Drug 1: CC1OCC2C(O1)C(C(C(O2)OC3C4COC(=O)C4C(C5=CC6=C(C=C35)OCO6)C7=CC(=C(C(=C7)OC)O)OC)O)O. Drug 2: CC1CCCC2(C(O2)CC(NC(=O)CC(C(C(=O)C(C1O)C)(C)C)O)C(=CC3=CSC(=N3)C)C)C. Cell line: A498. Synergy scores: CSS=23.6, Synergy_ZIP=-4.47, Synergy_Bliss=-0.895, Synergy_Loewe=-0.375, Synergy_HSA=-0.283.